This data is from Catalyst prediction with 721,799 reactions and 888 catalyst types from USPTO. The task is: Predict which catalyst facilitates the given reaction. (1) Reactant: [Na].[Cl-].[NH2:3][C:4]([NH2:6])=[NH2+:5].[Cl:7][C:8]1[CH:9]=[C:10]2[C:14](=[CH:15][CH:16]=1)[CH:13]([CH2:17][C:18](OCC)=[O:19])[N:12]([CH2:23][CH:24]([CH3:26])[CH3:25])[C:11]2=[O:27].[Cl:28][C:29]1[CH:37]=[C:36]2[C:32]([C:33](=[O:48])[N:34]([CH2:44][CH:45]([CH3:47])[CH3:46])[CH:35]2[CH2:38][C:39](OCC)=[O:40])=[CH:31][CH:30]=1. Product: [Cl:28][C:29]1[CH:37]=[C:36]2[C:32]([C:33](=[O:48])[N:34]([CH2:44][CH:45]([CH3:46])[CH3:47])[CH:35]2[CH2:38][C:39]([NH:5][C:4]([NH2:6])=[NH:3])=[O:40])=[CH:31][CH:30]=1.[Cl:7][C:8]1[CH:9]=[C:10]2[C:14](=[CH:15][CH:16]=1)[CH:13]([CH2:17][C:18]([NH:5][C:4]([NH2:6])=[NH:3])=[O:19])[N:12]([CH2:23][CH:24]([CH3:25])[CH3:26])[C:11]2=[O:27]. The catalyst class is: 8. (2) Reactant: [CH:1]([S:4]([N:7]1[C:11]2[CH:12]=[C:13]([C:16]3[N:17]=[C:18]([CH3:36])[N:19](CC4C=CC=CC=4)[C:20]=3[C:21]3[CH:26]=[CH:25][C:24]([F:27])=[CH:23][C:22]=3[F:28])[CH:14]=[CH:15][C:10]=2[N:9]=[C:8]1[NH2:37])(=[O:6])=[O:5])([CH3:3])[CH3:2].[H][H].C[OH:41]. Product: [CH3:1][S:4]([OH:6])(=[O:41])=[O:5].[CH:1]([S:4]([N:7]1[C:11]2[CH:12]=[C:13]([C:16]3[N:17]=[C:18]([CH3:36])[NH:19][C:20]=3[C:21]3[CH:26]=[CH:25][C:24]([F:27])=[CH:23][C:22]=3[F:28])[CH:14]=[CH:15][C:10]=2[N:9]=[C:8]1[NH2:37])(=[O:6])=[O:5])([CH3:3])[CH3:2]. The catalyst class is: 45. (3) Reactant: [H-].[Na+].[CH3:3][N:4]1CN(C)[CH2:7][NH:6][C:5]1=[N:11][N+:12]([O-:14])=[O:13].O(C[CH:24]1[CH2:28][CH2:27][CH2:26][O:25]1)S(C(F)(F)F)(=O)=O.Cl.C(=O)(O)[O-].[Na+]. Product: [O:25]1[CH2:26][CH2:27][CH:28]([CH2:7][NH:6][C:5]([NH:4][CH3:3])=[N:11][N+:12]([O-:14])=[O:13])[CH2:24]1. The catalyst class is: 3.